Dataset: Full USPTO retrosynthesis dataset with 1.9M reactions from patents (1976-2016). Task: Predict the reactants needed to synthesize the given product. (1) Given the product [Cl:1][C:2]1[CH:3]=[C:4]([NH:11][C:12]2[CH:13]=[CH:14][C:15]([C:16]([NH:21][C:22]3[C:23](=[O:35])[N:24]([C:28]4[CH:33]=[CH:32][C:31]([F:34])=[CH:30][CH:29]=4)[CH:25]=[CH:26][CH:27]=3)=[O:18])=[CH:19][CH:20]=2)[C:5]2[N:6]([CH:8]=[CH:9][N:10]=2)[N:7]=1, predict the reactants needed to synthesize it. The reactants are: [Cl:1][C:2]1[CH:3]=[C:4]([NH:11][C:12]2[CH:20]=[CH:19][C:15]([C:16]([OH:18])=O)=[CH:14][CH:13]=2)[C:5]2[N:6]([CH:8]=[CH:9][N:10]=2)[N:7]=1.[NH2:21][C:22]1[C:23](=[O:35])[N:24]([C:28]2[CH:33]=[CH:32][C:31]([F:34])=[CH:30][CH:29]=2)[CH:25]=[CH:26][CH:27]=1.CCN=C=NCCCN(C)C.C1C=CC2N(O)N=NC=2C=1. (2) Given the product [F:23][C:24]1[CH:33]=[CH:32][C:27]([O:28][CH2:29][CH2:30][N:2]2[CH2:7][CH2:6][CH2:5][CH2:4][C@@H:3]2[C:8]([NH:10][C@H:11]([C:13]2[CH:14]=[CH:15][C:16]([C:17]([O:19][CH3:20])=[O:18])=[CH:21][CH:22]=2)[CH3:12])=[O:9])=[CH:26][CH:25]=1, predict the reactants needed to synthesize it. The reactants are: Cl.[NH:2]1[CH2:7][CH2:6][CH2:5][CH2:4][C@@H:3]1[C:8]([NH:10][C@H:11]([C:13]1[CH:22]=[CH:21][C:16]([C:17]([O:19][CH3:20])=[O:18])=[CH:15][CH:14]=1)[CH3:12])=[O:9].[F:23][C:24]1[CH:33]=[CH:32][C:27]([O:28][CH2:29][CH:30]=O)=[CH:26][CH:25]=1.C(O)(=O)C.C(O[BH-](OC(=O)C)OC(=O)C)(=O)C.[Na+].